Task: Predict the reaction yield, written as a fraction of the theoretical maximum amount of product (1.0 means a 100% yield; for example, 0.34 means a 34% yield).. Dataset: Reaction yield outcomes from USPTO patents with 853,638 reactions (1) The catalyst is C(OCC)(=O)C. The yield is 0.750. The reactants are ClC1C=CC=C(C(OO)=[O:9])C=1.[Br:12][C:13]1[CH:14]=[C:15]2[CH:21]=[CH:20][NH:19][C:16]2=[N:17][CH:18]=1.C(=O)([O-])O.[Na+]. The product is [Br:12][C:13]1[CH:14]=[C:15]2[CH:21]=[CH:20][NH:19][C:16]2=[N+:17]([O-:9])[CH:18]=1. (2) The reactants are C[O:2][C:3]([C:5]1([CH2:8][CH2:9][CH2:10][CH2:11][CH2:12][CH2:13][CH2:14][CH2:15][CH2:16][CH2:17][CH2:18][CH2:19][C:20]2([C:23]([NH:25][S:26]([CH3:29])(=[O:28])=[O:27])=[O:24])[CH2:22][CH2:21]2)[CH2:7][CH2:6]1)=[O:4].[OH-].[K+].Cl. The catalyst is CO.O. The product is [CH3:29][S:26]([NH:25][C:23]([C:20]1([CH2:19][CH2:18][CH2:17][CH2:16][CH2:15][CH2:14][CH2:13][CH2:12][CH2:11][CH2:10][CH2:9][CH2:8][C:5]2([C:3]([OH:4])=[O:2])[CH2:7][CH2:6]2)[CH2:21][CH2:22]1)=[O:24])(=[O:28])=[O:27]. The yield is 0.670. (3) The yield is 0.610. The product is [Cl:16][C:17]1[CH:22]=[C:21]([N+:23]([O-:25])=[O:24])[CH:20]=[CH:19][C:18]=1[O:9][CH2:8][C:6]1[CH:5]=[CH:4][CH:3]=[C:2]([CH3:1])[N:7]=1. The catalyst is CC#N. The reactants are [CH3:1][C:2]1[N:7]=[C:6]([CH2:8][OH:9])[CH:5]=[CH:4][CH:3]=1.C(=O)([O-])[O-].[K+].[K+].[Cl:16][C:17]1[CH:22]=[C:21]([N+:23]([O-:25])=[O:24])[CH:20]=[CH:19][C:18]=1F.